Dataset: Reaction yield outcomes from USPTO patents with 853,638 reactions. Task: Predict the reaction yield, written as a fraction of the theoretical maximum amount of product (1.0 means a 100% yield; for example, 0.34 means a 34% yield). (1) The reactants are [CH2:1]([O:3][C:4]([C:6]1[NH:7][CH:8]=[C:9]([N+:11]([O-:13])=[O:12])[CH:10]=1)=[O:5])[CH3:2].[H-].[Na+].[CH3:16][S:17](Cl)(=[O:19])=[O:18].Cl. The catalyst is C1COCC1. The product is [CH2:1]([O:3][C:4]([C:6]1[N:7]([S:17]([CH3:16])(=[O:19])=[O:18])[CH:8]=[C:9]([N+:11]([O-:13])=[O:12])[CH:10]=1)=[O:5])[CH3:2]. The yield is 0.940. (2) The reactants are [Cl:1][C:2]1[CH:3]=[C:4]([N:13]([CH2:20][CH3:21])[CH:14]2[CH2:19][CH2:18][NH:17][CH2:16][CH2:15]2)[C:5]([CH3:12])=[C:6]([CH:11]=1)[C:7]([O:9][CH3:10])=[O:8].Br[CH2:23][CH2:24][O:25][CH3:26].C([O-])([O-])=O.[K+].[K+]. The catalyst is C(#N)C.O. The product is [Cl:1][C:2]1[CH:3]=[C:4]([N:13]([CH2:20][CH3:21])[CH:14]2[CH2:19][CH2:18][N:17]([CH2:23][CH2:24][O:25][CH3:26])[CH2:16][CH2:15]2)[C:5]([CH3:12])=[C:6]([CH:11]=1)[C:7]([O:9][CH3:10])=[O:8]. The yield is 0.630. (3) The reactants are [CH3:1][CH:2]([CH2:6][C:7]([CH3:10])([CH3:9])[CH3:8])[CH2:3]C=O.[Cl-].[NH4+:12].[CH2:13](OCC)C.[C-:18]#[N:19].[Na+]. The catalyst is O. The product is [C:13]([CH:18]([NH2:19])[CH2:1][CH:2]([CH3:3])[CH2:6][C:7]([CH3:10])([CH3:9])[CH3:8])#[N:12]. The yield is 0.345. (4) The reactants are [CH:1]([C:3]1[C:8]([CH3:9])=[CH:7][C:6]([NH:10][C:11]([CH2:13][CH2:14][CH2:15][CH2:16][N:17]([CH3:44])[C:18]([CH2:20][CH2:21][N:22]2[CH2:27][CH2:26][CH:25]([O:28][C:29](=[O:43])[NH:30][C:31]3[CH:36]=[CH:35][CH:34]=[CH:33][C:32]=3[C:37]3[CH:42]=[CH:41][CH:40]=[CH:39][CH:38]=3)[CH2:24][CH2:23]2)=[O:19])=[O:12])=[C:5]([CH3:45])[CH:4]=1)=O.C(O)(=O)C.[NH2:50][CH2:51][C@@H:52]([C:61]1[CH:70]=[CH:69][C:68]([OH:71])=[C:67]2[C:62]=1[CH:63]=[CH:64][C:65](=[O:72])[NH:66]2)[O:53][Si:54]([C:57]([CH3:60])([CH3:59])[CH3:58])([CH3:56])[CH3:55].C(O[BH-](OC(=O)C)OC(=O)C)(=O)C.[Na+].[OH-].[Na+]. The catalyst is C(Cl)Cl.CO. The product is [C:57]([Si:54]([CH3:56])([CH3:55])[O:53][C@H:52]([C:61]1[CH:70]=[CH:69][C:68]([OH:71])=[C:67]2[C:62]=1[CH:63]=[CH:64][C:65](=[O:72])[NH:66]2)[CH2:51][NH:50][CH2:1][C:3]1[C:8]([CH3:9])=[CH:7][C:6]([NH:10][C:11]([CH2:13][CH2:14][CH2:15][CH2:16][N:17]([CH3:44])[C:18]([CH2:20][CH2:21][N:22]2[CH2:27][CH2:26][CH:25]([O:28][C:29](=[O:43])[NH:30][C:31]3[CH:36]=[CH:35][CH:34]=[CH:33][C:32]=3[C:37]3[CH:42]=[CH:41][CH:40]=[CH:39][CH:38]=3)[CH2:24][CH2:23]2)=[O:19])=[O:12])=[C:5]([CH3:45])[CH:4]=1)([CH3:60])([CH3:59])[CH3:58]. The yield is 0.600. (5) The reactants are Cl.[NH2:2][C:3]1[NH:7][N:6]=[C:5]([NH:8][C:9]2[CH:14]=[C:13]([C:15]([F:18])([F:17])[F:16])[C:12]([C:19]3[CH:24]=[CH:23][C:22]([S:25]([NH:28][C:29]4([CH3:33])[CH2:32][NH:31][CH2:30]4)(=[O:27])=[O:26])=[CH:21][CH:20]=3)=[C:11]([Cl:34])[CH:10]=2)[N:4]=1.[CH3:35][C:36]([CH3:38])=[O:37].C(O)(=O)C.C([BH3-])#N.[Na+].[CH3:47][OH:48]. No catalyst specified. The product is [F:16][C:15]([F:18])([F:17])[C:47]([OH:37])=[O:48].[NH2:2][C:3]1[NH:7][N:6]=[C:5]([NH:8][C:9]2[CH:14]=[C:13]([C:15]([F:16])([F:18])[F:17])[C:12]([C:19]3[CH:24]=[CH:23][C:22]([S:25]([NH:28][C:29]4([CH3:33])[CH2:32][N:31]([CH:36]([CH3:38])[CH3:35])[CH2:30]4)(=[O:26])=[O:27])=[CH:21][CH:20]=3)=[C:11]([Cl:34])[CH:10]=2)[N:4]=1. The yield is 0.800. (6) The reactants are [NH2:1][CH2:2][C@@H:3]([NH:21][C:22](=[O:34])[C:23]1[CH:28]=[CH:27][C:26]([O:29][CH:30]([CH3:32])[CH3:31])=[C:25]([Cl:33])[CH:24]=1)[CH2:4][C:5]1[CH:10]=[CH:9][C:8]([C:11]2[N:12]=[C:13]3[C:18]([Br:19])=[CH:17][CH:16]=[CH:15][N:14]3[CH:20]=2)=[CH:7][CH:6]=1.CC(OC([NH:42][C@@H:43]([C:45](O)=[O:46])[CH3:44])=O)(C)C.CCN=C=NCCCN(C)C.Cl. The catalyst is C(Cl)Cl.O1CCOCC1. The product is [NH2:42][C@@H:43]([C:45]([NH:1][CH2:2][C@@H:3]([NH:21][C:22](=[O:34])[C:23]1[CH:28]=[CH:27][C:26]([O:29][CH:30]([CH3:32])[CH3:31])=[C:25]([Cl:33])[CH:24]=1)[CH2:4][C:5]1[CH:10]=[CH:9][C:8]([C:11]2[N:12]=[C:13]3[C:18]([Br:19])=[CH:17][CH:16]=[CH:15][N:14]3[CH:20]=2)=[CH:7][CH:6]=1)=[O:46])[CH3:44]. The yield is 0.250. (7) The reactants are [NH2:1][C:2]1[N:7]([CH2:8][CH:9]([CH3:11])[CH3:10])[C:6](=[S:12])[NH:5][C:4](=[O:13])[CH:3]=1.[N:14]([O-])=[O:15].[Na+].O. The catalyst is C(O)(=O)C. The product is [NH2:1][C:2]1[N:7]([CH2:8][CH:9]([CH3:11])[CH3:10])[C:6](=[S:12])[NH:5][C:4](=[O:13])[C:3]=1[N:14]=[O:15]. The yield is 0.920.